From a dataset of NCI-60 drug combinations with 297,098 pairs across 59 cell lines. Regression. Given two drug SMILES strings and cell line genomic features, predict the synergy score measuring deviation from expected non-interaction effect. (1) Drug 1: CS(=O)(=O)CCNCC1=CC=C(O1)C2=CC3=C(C=C2)N=CN=C3NC4=CC(=C(C=C4)OCC5=CC(=CC=C5)F)Cl. Drug 2: C1C(C(OC1N2C=NC(=NC2=O)N)CO)O. Cell line: T-47D. Synergy scores: CSS=7.36, Synergy_ZIP=-3.53, Synergy_Bliss=0.863, Synergy_Loewe=-4.41, Synergy_HSA=-2.93. (2) Drug 1: COC1=C(C=C2C(=C1)N=CN=C2NC3=CC(=C(C=C3)F)Cl)OCCCN4CCOCC4. Drug 2: C1=C(C(=O)NC(=O)N1)N(CCCl)CCCl. Cell line: NCI-H322M. Synergy scores: CSS=41.8, Synergy_ZIP=0.558, Synergy_Bliss=0.142, Synergy_Loewe=-18.3, Synergy_HSA=-0.664. (3) Drug 1: CC1=C(C=C(C=C1)NC2=NC=CC(=N2)N(C)C3=CC4=NN(C(=C4C=C3)C)C)S(=O)(=O)N.Cl. Drug 2: C1=NC2=C(N1)C(=S)N=CN2. Cell line: U251. Synergy scores: CSS=14.9, Synergy_ZIP=-13.3, Synergy_Bliss=-13.4, Synergy_Loewe=-11.6, Synergy_HSA=-10.8. (4) Drug 1: CC(C)(C#N)C1=CC(=CC(=C1)CN2C=NC=N2)C(C)(C)C#N. Drug 2: C1=CC=C(C=C1)NC(=O)CCCCCCC(=O)NO. Cell line: PC-3. Synergy scores: CSS=3.90, Synergy_ZIP=-0.547, Synergy_Bliss=0.506, Synergy_Loewe=-10.5, Synergy_HSA=-10.1. (5) Cell line: SR. Synergy scores: CSS=63.7, Synergy_ZIP=-3.82, Synergy_Bliss=-3.55, Synergy_Loewe=-11.6, Synergy_HSA=-1.65. Drug 2: CC1=C(C(=O)C2=C(C1=O)N3CC4C(C3(C2COC(=O)N)OC)N4)N. Drug 1: CS(=O)(=O)C1=CC(=C(C=C1)C(=O)NC2=CC(=C(C=C2)Cl)C3=CC=CC=N3)Cl. (6) Drug 1: C1CCC(CC1)NC(=O)N(CCCl)N=O. Drug 2: CC1=C(C(=O)C2=C(C1=O)N3CC4C(C3(C2COC(=O)N)OC)N4)N. Cell line: NCIH23. Synergy scores: CSS=41.1, Synergy_ZIP=-0.625, Synergy_Bliss=-1.98, Synergy_Loewe=-14.2, Synergy_HSA=1.17. (7) Drug 1: COC1=NC(=NC2=C1N=CN2C3C(C(C(O3)CO)O)O)N. Drug 2: CNC(=O)C1=NC=CC(=C1)OC2=CC=C(C=C2)NC(=O)NC3=CC(=C(C=C3)Cl)C(F)(F)F. Cell line: SF-539. Synergy scores: CSS=4.44, Synergy_ZIP=2.01, Synergy_Bliss=5.17, Synergy_Loewe=4.65, Synergy_HSA=0.811. (8) Drug 1: C1CC(C1)(C(=O)O)C(=O)O.[NH2-].[NH2-].[Pt+2]. Drug 2: C1=CC=C(C=C1)NC(=O)CCCCCCC(=O)NO. Cell line: MALME-3M. Synergy scores: CSS=9.83, Synergy_ZIP=-6.06, Synergy_Bliss=-3.22, Synergy_Loewe=-11.7, Synergy_HSA=-3.32. (9) Drug 1: C1=CC(=C2C(=C1NCCNCCO)C(=O)C3=C(C=CC(=C3C2=O)O)O)NCCNCCO. Drug 2: C1=NNC2=C1C(=O)NC=N2. Cell line: NCI-H460. Synergy scores: CSS=48.4, Synergy_ZIP=1.76, Synergy_Bliss=0.958, Synergy_Loewe=-14.2, Synergy_HSA=1.27.